From a dataset of Retrosynthesis with 50K atom-mapped reactions and 10 reaction types from USPTO. Predict the reactants needed to synthesize the given product. (1) Given the product COC(=O)COc1ncccc1Oc1cc(-n2c(=O)cc(C(F)(F)F)n(C)c2=O)c(F)cc1N, predict the reactants needed to synthesize it. The reactants are: COC(=O)COc1ncccc1Oc1cc(-n2c(=O)cc(C(F)(F)F)n(C)c2=O)c(F)cc1[N+](=O)[O-]. (2) Given the product CCOc1c(C)cc([N+](=O)[O-])cc1C, predict the reactants needed to synthesize it. The reactants are: CCI.Cc1cc([N+](=O)[O-])cc(C)c1O. (3) The reactants are: COC(=O)[C@@H](NC(=O)c1cc2ccccc2cc1NC(=O)Nc1c(Cl)cc(Cl)cc1Cl)[C@H]1CC[C@H](C)CC1. Given the product C[C@H]1CC[C@H]([C@H](NC(=O)c2cc3ccccc3cc2NC(=O)Nc2c(Cl)cc(Cl)cc2Cl)C(=O)O)CC1, predict the reactants needed to synthesize it. (4) Given the product CCOC(=O)c1cc(OC)ccc1C, predict the reactants needed to synthesize it. The reactants are: CCOC(=O)c1cc(O)ccc1C.CI. (5) Given the product CCOC(=O)CC[C@H](NC(=O)c1ccc(NCCCc2c(N(C(C)=O)C(C)=O)nc(NC(C)=O)[nH]c2=O)c(F)c1)C(=O)OCC, predict the reactants needed to synthesize it. The reactants are: CC(=O)Nc1nc(N(C(C)=O)C(C)=O)c(CCC=O)c(=O)[nH]1.CCOC(=O)CC[C@H](NC(=O)c1ccc(N)c(F)c1)C(=O)OCC. (6) The reactants are: COC(=O)c1nc(Br)cnc1N. Given the product Nc1ncc(Br)nc1CO, predict the reactants needed to synthesize it. (7) Given the product CCCCCc1ccc(-c2ccc(C=CC(=O)O)cc2)cc1, predict the reactants needed to synthesize it. The reactants are: CCCCCc1ccc(-c2ccc(C=CC(=O)OC)cc2)cc1. (8) Given the product Nc1ccc(-c2cccc(-c3cc(-c4ccc(Cl)cc4)cc(C(F)(F)F)n3)c2)cn1, predict the reactants needed to synthesize it. The reactants are: CC1(C)OB(c2ccc(N)nc2)OC1(C)C.FC(F)(F)c1cc(-c2ccc(Cl)cc2)cc(-c2cccc(Br)c2)n1. (9) Given the product COc1ccc(Nc2nccc(-c3c(-c4cccc(NC(=O)c5c(F)cccc5F)c4)nn4ccccc34)n2)cc1N1CCN(C)CC1, predict the reactants needed to synthesize it. The reactants are: COc1ccc(N)cc1N1CCN(C)CC1.O=C(Nc1cccc(-c2nn3ccccc3c2-c2ccnc(Cl)n2)c1)c1c(F)cccc1F.